Dataset: CYP2D6 inhibition data for predicting drug metabolism from PubChem BioAssay. Task: Regression/Classification. Given a drug SMILES string, predict its absorption, distribution, metabolism, or excretion properties. Task type varies by dataset: regression for continuous measurements (e.g., permeability, clearance, half-life) or binary classification for categorical outcomes (e.g., BBB penetration, CYP inhibition). Dataset: cyp2d6_veith. (1) The molecule is O=C(NC1CCCc2ccccc21)c1ccc(=O)[nH]c1. The result is 1 (inhibitor). (2) The compound is CN1C2C=C3C(C#N)=C(N)C(C#N)(C#N)[C@H](c4c(F)cccc4F)[C@H]3C1CC2. The result is 0 (non-inhibitor). (3) The molecule is NC1(P(=O)(O)O)CCCCC1. The result is 0 (non-inhibitor). (4) The drug is C[C@@]12CCC(=O)C=C1C=C[C@@H]1[C@@H]2CC[C@]2(C)[C@@H]1CC[C@]2(O)CCC(=O)[O-].[K+]. The result is 0 (non-inhibitor). (5) The drug is COCC(=O)N1CCC2(CCN(Cc3ccc(C#N)cc3)CC2)CC1. The result is 0 (non-inhibitor). (6) The compound is CC(C)C(=O)NCCc1nc2ccccc2n1CCCOc1ccc(Cl)cc1. The result is 1 (inhibitor). (7) The molecule is COc1ccc(CNc2ncncc2-c2ccccc2Cl)c(OC)c1. The result is 1 (inhibitor). (8) The molecule is CCCCCCCCCCCCCCCCCCOC[C@@H](COP(=O)([O-])OCC[N+](C)(C)C)OC. The result is 0 (non-inhibitor). (9) The drug is O=C(c1cnccn1)N1CCC2(CC1)CCN(c1ccccc1)CC2. The result is 0 (non-inhibitor).